Dataset: Forward reaction prediction with 1.9M reactions from USPTO patents (1976-2016). Task: Predict the product of the given reaction. (1) The product is: [CH2:16]([O:15][C:9]1[CH:10]=[C:11]([F:14])[CH:12]=[CH:13][C:8]=1[C:6]1[C:5]([F:18])=[CH:4][N:3]=[C:2]([NH:23][C:22]2[CH:24]=[C:25]([CH2:27][S:28][CH3:29])[CH:26]=[C:20]([F:19])[CH:21]=2)[N:7]=1)[CH3:17]. Given the reactants Cl[C:2]1[N:7]=[C:6]([C:8]2[CH:13]=[CH:12][C:11]([F:14])=[CH:10][C:9]=2[O:15][CH2:16][CH3:17])[C:5]([F:18])=[CH:4][N:3]=1.[F:19][C:20]1[CH:21]=[C:22]([CH:24]=[C:25]([CH2:27][S:28][CH3:29])[CH:26]=1)[NH2:23], predict the reaction product. (2) Given the reactants [CH3:1][C:2]1[C:7]([CH3:8])=[N:6][CH:5]=[CH:4][N:3]=1.[OH:9]O, predict the reaction product. The product is: [CH3:1][C:2]1[C:7]([CH3:8])=[N:6][CH:5]=[CH:4][N+:3]=1[O-:9]. (3) The product is: [C:3]([C:5]1([C:6]([O:8][C:9]([CH3:12])([CH3:11])[CH3:10])=[O:7])[CH2:18][CH2:17][O:16][CH2:15][CH2:14]1)#[N:4]. Given the reactants [H-].[Na+].[C:3]([CH2:5][C:6]([O:8][C:9]([CH3:12])([CH3:11])[CH3:10])=[O:7])#[N:4].Br[CH2:14][CH2:15][O:16][CH2:17][CH2:18]Br, predict the reaction product. (4) Given the reactants [Br:1][C:2]1[CH:3]=[C:4]2[C:8](=[CH:9][CH:10]=1)[NH:7][CH:6]=[CH:5]2.Cl[CH:12]=[CH:13][CH:14]([CH3:16])[CH3:15], predict the reaction product. The product is: [Br:1][C:2]1[CH:3]=[C:4]2[C:8](=[CH:9][CH:10]=1)[N:7]([CH2:12][CH:13]=[C:14]([CH3:16])[CH3:15])[CH:6]=[CH:5]2. (5) Given the reactants Cl[C:2]1[N:3]=[C:4]([N:12]2[CH2:17][CH2:16][O:15][CH2:14][C@@H:13]2[CH3:18])[C:5]2[CH2:10][N:9]([CH3:11])[CH2:8][C:6]=2[N:7]=1.[CH2:19]([NH:21][C:22]([NH:24][C:25]1[CH:30]=[CH:29][C:28](B2OC(C)(C)C(C)(C)O2)=[C:27]([F:40])[CH:26]=1)=[O:23])[CH3:20], predict the reaction product. The product is: [CH2:19]([NH:21][C:22]([NH:24][C:25]1[CH:30]=[CH:29][C:28]([C:2]2[N:3]=[C:4]([N:12]3[CH2:17][CH2:16][O:15][CH2:14][C@@H:13]3[CH3:18])[C:5]3[CH2:10][N:9]([CH3:11])[CH2:8][C:6]=3[N:7]=2)=[C:27]([F:40])[CH:26]=1)=[O:23])[CH3:20].